This data is from Catalyst prediction with 721,799 reactions and 888 catalyst types from USPTO. The task is: Predict which catalyst facilitates the given reaction. (1) Reactant: CO[C:3](=[O:16])[CH2:4][NH:5][C:6]([O:8][CH2:9][C:10]1[CH:15]=[CH:14][CH:13]=[CH:12][CH:11]=1)=[O:7].[C:17]([O:21][CH:22]([N:26](C)C)[N:23](C)[CH3:24])(C)(C)C.C[O-].[Na+].Cl.COC(=N)N. Product: [CH3:17][O:21][C:22]1[NH:26][C:3](=[O:16])[C:4]([NH:5][C:6]([O:8][CH2:9][C:10]2[CH:11]=[CH:12][CH:13]=[CH:14][CH:15]=2)=[O:7])=[CH:24][N:23]=1. The catalyst class is: 442. (2) Reactant: [CH2:1]([O:8][C:9]([NH:11][C@@H:12]([CH2:16][CH:17]1[CH2:19][CH2:18]1)[C:13](O)=[O:14])=[O:10])[C:2]1[CH:7]=[CH:6][CH:5]=[CH:4][CH:3]=1.Cl. Product: [CH:17]1([CH2:16][C@H:12]([NH:11][C:9](=[O:10])[O:8][CH2:1][C:2]2[CH:7]=[CH:6][CH:5]=[CH:4][CH:3]=2)[CH2:13][OH:14])[CH2:18][CH2:19]1. The catalyst class is: 1. (3) Reactant: [C:1]([O:5][C:6](=[O:34])[N:7]([C:16]1[S:17][C@:18]2([CH2:32][OH:33])[C@H:20]([C@:21]([C:24]3[CH:29]=[C:28]([Br:30])[CH:27]=[CH:26][C:25]=3[F:31])([CH3:23])[N:22]=1)[CH2:19]2)[CH2:8][O:9][CH2:10][CH2:11][Si:12]([CH3:15])([CH3:14])[CH3:13])([CH3:4])([CH3:3])[CH3:2].[CH3:35][Si]([N-][Si](C)(C)C)(C)C.[Na+].IC. Product: [C:1]([O:5][C:6](=[O:34])[N:7]([C:16]1[S:17][C@:18]2([CH2:32][O:33][CH3:35])[C@H:20]([C@:21]([C:24]3[CH:29]=[C:28]([Br:30])[CH:27]=[CH:26][C:25]=3[F:31])([CH3:23])[N:22]=1)[CH2:19]2)[CH2:8][O:9][CH2:10][CH2:11][Si:12]([CH3:15])([CH3:14])[CH3:13])([CH3:2])([CH3:4])[CH3:3]. The catalyst class is: 76. (4) Reactant: [CH:1]([C:4]1[C:8]([CH2:9][CH2:10][CH2:11][O:12][C:13]2[C:18]([O:19][CH3:20])=[CH:17][CH:16]=[CH:15][C:14]=2[CH2:21][C:22]([O:24]C)=[O:23])=[CH:7][N:6]([C:26]2[CH:31]=[C:30]([C:32]([F:35])([F:34])[F:33])[CH:29]=[CH:28][N:27]=2)[N:5]=1)([CH3:3])[CH3:2].[OH-].[Na+].O1CCCC1.Cl. Product: [CH:1]([C:4]1[C:8]([CH2:9][CH2:10][CH2:11][O:12][C:13]2[C:18]([O:19][CH3:20])=[CH:17][CH:16]=[CH:15][C:14]=2[CH2:21][C:22]([OH:24])=[O:23])=[CH:7][N:6]([C:26]2[CH:31]=[C:30]([C:32]([F:33])([F:35])[F:34])[CH:29]=[CH:28][N:27]=2)[N:5]=1)([CH3:3])[CH3:2]. The catalyst class is: 5. (5) Reactant: [C:1]([N:20]1[CH:24]=[C:23]([C:25]([OH:27])=O)[N:22]=[CH:21]1)([C:14]1[CH:19]=[CH:18][CH:17]=[CH:16][CH:15]=1)([C:8]1[CH:13]=[CH:12][CH:11]=[CH:10][CH:9]=1)[C:2]1[CH:7]=[CH:6][CH:5]=[CH:4][CH:3]=1.CCN=C=NCCCN(C)C.C(N(CCCC)CCCC)CCC.Cl.[CH3:53][NH:54][O:55][CH3:56]. Product: [O:55]([N:54]([CH3:53])[C:25]([C:23]1[N:22]=[CH:21][N:20]([C:1]([C:2]2[CH:7]=[CH:6][CH:5]=[CH:4][CH:3]=2)([C:8]2[CH:9]=[CH:10][CH:11]=[CH:12][CH:13]=2)[C:14]2[CH:15]=[CH:16][CH:17]=[CH:18][CH:19]=2)[CH:24]=1)=[O:27])[CH3:56]. The catalyst class is: 46.